Dataset: Peptide-MHC class I binding affinity with 185,985 pairs from IEDB/IMGT. Task: Regression. Given a peptide amino acid sequence and an MHC pseudo amino acid sequence, predict their binding affinity value. This is MHC class I binding data. The peptide sequence is FTLMAAILA. The MHC is HLA-A02:01 with pseudo-sequence HLA-A02:01. The binding affinity (normalized) is 0.166.